From a dataset of Full USPTO retrosynthesis dataset with 1.9M reactions from patents (1976-2016). Predict the reactants needed to synthesize the given product. (1) The reactants are: [CH2:1]([O:8][C:9](=[O:25])[N:10]([C@H:12]([C:14](=[O:24])[NH:15][C:16]1[C:17](=[O:23])[NH:18][C:19]([Br:22])=[CH:20][CH:21]=1)[CH3:13])[CH3:11])[C:2]1[CH:7]=[CH:6][CH:5]=[CH:4][CH:3]=1.[I-].[Li+].[F:28][C:29]1[CH:34]=[CH:33][C:32]([C:35]([C:37]2[CH:38]=[N:39][CH:40]=[C:41]([CH2:43]Cl)[CH:42]=2)=[O:36])=[CH:31][CH:30]=1.C(N(C(C)C)CC)(C)C. Given the product [CH2:1]([O:8][C:9](=[O:25])[N:10]([C@H:12]([C:14](=[O:24])[NH:15][C:16]1[C:17](=[O:23])[N:18]([CH2:43][C:41]2[CH:40]=[N:39][CH:38]=[C:37]([C:35](=[O:36])[C:32]3[CH:33]=[CH:34][C:29]([F:28])=[CH:30][CH:31]=3)[CH:42]=2)[C:19]([Br:22])=[CH:20][CH:21]=1)[CH3:13])[CH3:11])[C:2]1[CH:7]=[CH:6][CH:5]=[CH:4][CH:3]=1, predict the reactants needed to synthesize it. (2) Given the product [Br-:10].[CH2:11]([C:29]1[C:28]2[C:23](=[CH:24][CH:25]=[CH:26][CH:27]=2)[CH:22]=[C:21]([CH3:20])[C:30]=1[N+:3]1[C:2]([Cl:1])=[C:6]([Cl:7])[NH:5][CH:4]=1)[CH2:12][CH2:13][CH2:14][CH2:15][CH3:16], predict the reactants needed to synthesize it. The reactants are: [Cl:1][C:2]1[N:3]=[CH:4][NH:5][C:6]=1[Cl:7].[OH-].[K+].[Br:10][CH2:11][CH2:12][CH2:13][CH2:14][CH2:15][CH3:16].[K+].[Br-].Br[CH2:20][C:21]1[CH:30]=[CH:29][C:28]2[C:23](=[CH:24][CH:25]=[CH:26][CH:27]=2)[CH:22]=1. (3) Given the product [Cl:33][C:22]1[CH:21]=[C:20]([NH:19][C:11]2[C:10]3[C:15](=[CH:16][C:7](/[CH:45]=[CH:44]/[CH2:43][CH2:42][CH2:41][N:40]([CH2:38][CH3:39])[CH2:59][CH3:60])=[C:8]([O:34][CH3:35])[CH:9]=3)[N:14]=[CH:13][C:12]=2[C:17]#[N:18])[CH:25]=[CH:24][C:23]=1[S:26][C:27]1[N:28]([CH3:32])[CH:29]=[CH:30][N:31]=1, predict the reactants needed to synthesize it. The reactants are: FC(F)(F)S(O[C:7]1[CH:16]=[C:15]2[C:10]([C:11]([NH:19][C:20]3[CH:25]=[CH:24][C:23]([S:26][C:27]4[N:28]([CH3:32])[CH:29]=[CH:30][N:31]=4)=[C:22]([Cl:33])[CH:21]=3)=[C:12]([C:17]#[N:18])[CH:13]=[N:14]2)=[CH:9][C:8]=1[O:34][CH3:35])(=O)=O.[CH2:38]([N:40]([CH2:59][CH3:60])[CH2:41][CH2:42][CH2:43]/[CH:44]=[CH:45]/[Sn](CCCC)(CCCC)CCCC)[CH3:39]. (4) Given the product [F:3][C:4]1[CH:15]=[CH:14][C:7]2[N:8]([CH:17]([CH3:19])[CH3:18])[C:9](=[O:13])[CH2:10][CH2:11][O:12][C:6]=2[CH:5]=1, predict the reactants needed to synthesize it. The reactants are: [H-].[Na+].[F:3][C:4]1[CH:15]=[CH:14][C:7]2[NH:8][C:9](=[O:13])[CH2:10][CH2:11][O:12][C:6]=2[CH:5]=1.I[CH:17]([CH3:19])[CH3:18]. (5) Given the product [N:29]1[C:10]2[CH:26]=[CH:27][S:28][C:9]=2[C:8]([OH:34])=[N:32][C:30]=1[OH:31], predict the reactants needed to synthesize it. The reactants are: C1(N[C:8]2[C:9]3[S:28][CH2:27][CH2:26][C:10]=3N=C(N3CCN(C4C=CC=CC=4)CC3)N=2)CCCCC1.[NH2:29][C:30]([NH2:32])=[O:31].C.[OH-:34].[Na+]. (6) Given the product [C:1]([NH:5][S:6]([C:9]1[S:10][C:11]([Cl:28])=[CH:12][N:13]=1)(=[O:7])=[O:8])([CH3:4])([CH3:2])[CH3:3], predict the reactants needed to synthesize it. The reactants are: [C:1]([NH:5][S:6]([C:9]1[S:10][CH:11]=[CH:12][N:13]=1)(=[O:8])=[O:7])([CH3:4])([CH3:3])[CH3:2].C([Li])CCC.C1(S([Cl:28])(=O)=O)C=CC=CC=1. (7) Given the product [CH3:1][C:2]1[CH:3]=[C:4]([C:5]([N:14]2[CH2:19][CH2:18][O:17][CH2:16][CH2:15]2)=[O:7])[CH:8]=[CH:9][C:10]=1[N+:11]([O-:13])=[O:12], predict the reactants needed to synthesize it. The reactants are: [CH3:1][C:2]1[CH:3]=[C:4]([CH:8]=[CH:9][C:10]=1[N+:11]([O-:13])=[O:12])[C:5]([OH:7])=O.[NH:14]1[CH2:19][CH2:18][O:17][CH2:16][CH2:15]1.